Dataset: Forward reaction prediction with 1.9M reactions from USPTO patents (1976-2016). Task: Predict the product of the given reaction. (1) Given the reactants [S:1]1[C:5]2[CH:6]=[CH:7][C:8]([CH2:10][OH:11])=[CH:9][C:4]=2[N:3]=[N:2]1, predict the reaction product. The product is: [S:1]1[C:5]2[CH:6]=[CH:7][C:8]([CH:10]=[O:11])=[CH:9][C:4]=2[N:3]=[N:2]1. (2) Given the reactants [CH:1]1([N:4]([CH2:12][C:13]2[CH:14]=[C:15](C=O)[CH:16]=[C:17]3[C:22]=2[N:21]=[CH:20][CH:19]=[CH:18]3)[C:5](=[O:11])[O:6][C:7]([CH3:10])([CH3:9])[CH3:8])[CH2:3][CH2:2]1.[CH3:25][O:26][C:27](=[O:48])[CH:28]=P(C1C=CC=CC=1)(C1C=CC=CC=1)C1C=CC=CC=1.Cl[CH2:50]Cl, predict the reaction product. The product is: [CH:1]1([N:4]([CH2:12][C:13]2[CH:14]=[C:15]([CH:50]=[CH:28][C:27]([O:26][CH3:25])=[O:48])[CH:16]=[C:17]3[C:22]=2[N:21]=[CH:20][CH:19]=[CH:18]3)[C:5]([O:6][C:7]([CH3:10])([CH3:8])[CH3:9])=[O:11])[CH2:3][CH2:2]1. (3) Given the reactants ON=[CH:3][C:4]([NH:6][C:7]1[CH:8]=[C:9]2[C:13](=[CH:14][CH:15]=1)[CH2:12][CH2:11][CH2:10]2)=[O:5].S(=O)(=O)(O)[OH:17], predict the reaction product. The product is: [NH:6]1[C:7]2[C:15](=[CH:14][C:13]3[CH2:12][CH2:11][CH2:10][C:9]=3[CH:8]=2)[C:3](=[O:17])[C:4]1=[O:5]. (4) Given the reactants [C:1]([O:5][C:6]([N:8]1[CH2:14][CH2:13][C:12]2[CH:15]=[CH:16][C:17]([OH:19])=[CH:18][C:11]=2[CH2:10][CH2:9]1)=[O:7])([CH3:4])([CH3:3])[CH3:2].C(N(CC)CC)C.[F:27][C:28]([F:41])([F:40])[S:29](O[S:29]([C:28]([F:41])([F:40])[F:27])(=[O:31])=[O:30])(=[O:31])=[O:30].C(=O)(O)[O-].[Na+], predict the reaction product. The product is: [C:1]([O:5][C:6]([N:8]1[CH2:14][CH2:13][C:12]2[CH:15]=[CH:16][C:17]([O:19][S:29]([C:28]([F:41])([F:40])[F:27])(=[O:31])=[O:30])=[CH:18][C:11]=2[CH2:10][CH2:9]1)=[O:7])([CH3:4])([CH3:2])[CH3:3]. (5) Given the reactants C([Li])CCC.[CH3:6][O:7][C:8]1[C:17]2[C:12](=[CH:13][CH:14]=[CH:15][CH:16]=2)[C:11]([O:18][CH3:19])=[CH:10][C:9]=1[CH2:20][OH:21].[Br:22]C(F)(F)C(F)(F)Br.O, predict the reaction product. The product is: [CH3:6][O:7][C:8]1[C:17]2[C:12](=[CH:13][CH:14]=[CH:15][CH:16]=2)[C:11]([O:18][CH3:19])=[C:10]([Br:22])[C:9]=1[CH2:20][OH:21]. (6) Given the reactants [F:1][C:2]1[C:7]([CH:8]=[O:9])=[CH:6][CH:5]=[CH:4][C:3]=1[NH:10][S:11]([CH2:14][CH2:15][CH3:16])(=[O:13])=[O:12].[N:17]1[C:22]2[NH:23][CH:24]=[CH:25][C:21]=2[CH:20]=[N:19][CH:18]=1.[OH-].[K+].O, predict the reaction product. The product is: [F:1][C:2]1[C:7]([CH:8]([OH:9])[C:25]2[C:21]3[CH:20]=[N:19][CH:18]=[N:17][C:22]=3[NH:23][CH:24]=2)=[CH:6][CH:5]=[CH:4][C:3]=1[NH:10][S:11]([CH2:14][CH2:15][CH3:16])(=[O:13])=[O:12].